Task: Predict which catalyst facilitates the given reaction.. Dataset: Catalyst prediction with 721,799 reactions and 888 catalyst types from USPTO (1) Product: [CH2:1]([O:3][C:4]1[CH:11]=[CH:10][C:7]([CH2:8][N:16]([CH3:17])[CH3:15])=[CH:6][C:5]=1[N+:12]([O-:14])=[O:13])[CH3:2]. Reactant: [CH2:1]([O:3][C:4]1[CH:11]=[CH:10][C:7]([CH2:8]Cl)=[CH:6][C:5]=1[N+:12]([O-:14])=[O:13])[CH3:2].[CH3:15][NH:16][CH3:17]. The catalyst class is: 1. (2) Reactant: [Cl:1][C:2]1[CH:7]=[CH:6][CH:5]=[CH:4][C:3]=1[CH:8]([N:12]1[CH2:17][CH2:16][C:15]2[S:18][CH:19]=[CH:20][C:14]=2[CH2:13]1)[C:9](N)=[O:10].OS(O)(=O)=O.[C:26](=O)([O-])[O-:27].[Na+].[Na+]. Product: [Cl:1][C:2]1[CH:7]=[CH:6][CH:5]=[CH:4][C:3]=1[C@H:8]([N:12]1[CH2:17][CH2:16][C:15]2[S:18][CH:19]=[CH:20][C:14]=2[CH2:13]1)[C:9]([O:27][CH3:26])=[O:10]. The catalyst class is: 5. (3) Reactant: [Cl:1][C:2]1[CH:7]=[CH:6][C:5]([C:8]2[N:9]=[C:10]([C:13]([OH:15])=O)[S:11][CH:12]=2)=[CH:4][CH:3]=1.C1N=CN(C(N2C=NC=C2)=O)C=1.[F:28][C:29]([F:40])([F:39])[O:30][C:31]1[CH:32]=[C:33]([CH:36]=[CH:37][CH:38]=1)[CH2:34][NH2:35]. Product: [F:28][C:29]([F:39])([F:40])[O:30][C:31]1[CH:32]=[C:33]([CH:36]=[CH:37][CH:38]=1)[CH2:34][NH:35][C:13]([C:10]1[S:11][CH:12]=[C:8]([C:5]2[CH:4]=[CH:3][C:2]([Cl:1])=[CH:7][CH:6]=2)[N:9]=1)=[O:15]. The catalyst class is: 1. (4) Reactant: [C:1]([O:5][C:6](=[O:19])[NH:7][CH2:8][C:9]1[CH:14]=[C:13]([CH:15]=O)[CH:12]=[C:11]([Cl:17])[C:10]=1[F:18])([CH3:4])([CH3:3])[CH3:2].CO[N:22]1[CH2:27][CH2:26][CH2:25][CH2:24][CH2:23]1.[C:28](O)(=[O:30])C.C(O[BH-](OC(=O)C)OC(=O)C)(=O)C.[Na+]. Product: [C:1]([O:5][C:6](=[O:19])[NH:7][CH2:8][C:9]1[CH:14]=[C:13]([CH2:15][N:22]2[CH2:23][CH2:24][CH:25]([O:30][CH3:28])[CH2:26][CH2:27]2)[CH:12]=[C:11]([Cl:17])[C:10]=1[F:18])([CH3:4])([CH3:3])[CH3:2]. The catalyst class is: 1. (5) Reactant: [C:1]([N:8]1[CH2:13][CH2:12][CH:11]([C:14]2[CH:19]=[CH:18][C:17]([C:20](O)=[O:21])=[CH:16][CH:15]=2)[CH2:10][CH2:9]1)([O:3][C:4]([CH3:7])([CH3:6])[CH3:5])=[O:2].B.C1COCC1. Product: [C:4]([O:3][C:1]([N:8]1[CH2:13][CH2:12][CH:11]([C:14]2[CH:15]=[CH:16][C:17]([CH2:20][OH:21])=[CH:18][CH:19]=2)[CH2:10][CH2:9]1)=[O:2])([CH3:7])([CH3:5])[CH3:6]. The catalyst class is: 1.